From a dataset of Aqueous solubility values for 9,982 compounds from the AqSolDB database. Regression/Classification. Given a drug SMILES string, predict its absorption, distribution, metabolism, or excretion properties. Task type varies by dataset: regression for continuous measurements (e.g., permeability, clearance, half-life) or binary classification for categorical outcomes (e.g., BBB penetration, CYP inhibition). For this dataset (solubility_aqsoldb), we predict Y. (1) The drug is CCC1CCCCN1. The Y is -1.50 log mol/L. (2) The compound is CCCCCCCCCC(C)(C)SSc1n[nH]c(=S)s1. The Y is -3.99 log mol/L. (3) The molecule is Clc1cc(Cl)c(-c2c(Cl)c(Cl)c(Cl)c(Cl)c2Cl)c(Cl)c1Cl. The Y is -10.1 log mol/L. (4) The compound is Cc1ccc(C(=O)COc2c(C(=O)c3ccc(Cl)c(C)c3Cl)c(C)nn2C)cc1. The Y is -6.52 log mol/L. (5) The drug is O=C([O-])[C@H](O)[C@@H](O)C(=O)[O-].[K+].[Na+]. The Y is 0.398 log mol/L. (6) The drug is O=c1c2cc(F)ccc2nc(-n2cncn2)n1-c1ccc(Cl)cc1Cl. The Y is -5.58 log mol/L. (7) The drug is COc1ccc2cc(C(C)C(=O)OC(C)C)ccc2c1. The Y is -5.48 log mol/L.